From a dataset of Full USPTO retrosynthesis dataset with 1.9M reactions from patents (1976-2016). Predict the reactants needed to synthesize the given product. (1) Given the product [NH2:2][CH2:1][C:3]1([C:16](=[O:24])[NH:17][C:18]2[CH:23]=[CH:22][CH:21]=[CH:20][N:19]=2)[CH2:8][CH2:7][N:6]([C:9]([O:11][C:12]([CH3:14])([CH3:15])[CH3:13])=[O:10])[CH2:5][CH2:4]1, predict the reactants needed to synthesize it. The reactants are: [C:1]([C:3]1([C:16](=[O:24])[NH:17][C:18]2[CH:23]=[CH:22][CH:21]=[CH:20][N:19]=2)[CH2:8][CH2:7][N:6]([C:9]([O:11][C:12]([CH3:15])([CH3:14])[CH3:13])=[O:10])[CH2:5][CH2:4]1)#[N:2]. (2) Given the product [Cl:1][C:2]1[N:6]2[CH:7]=[C:8]([C:15]3[CH:19]=[CH:18][O:17][CH:16]=3)[CH:9]=[C:10]([C:11]([F:12])([F:13])[F:14])[C:5]2=[N:4][C:3]=1[C:20]([N:27]1[CH2:28][CH2:29][C:24]([N:30]2[CH2:34][CH2:33][O:32][C:31]2=[O:35])([CH3:23])[CH2:25][CH2:26]1)=[O:22], predict the reactants needed to synthesize it. The reactants are: [Cl:1][C:2]1[N:6]2[CH:7]=[C:8]([C:15]3[CH:19]=[CH:18][O:17][CH:16]=3)[CH:9]=[C:10]([C:11]([F:14])([F:13])[F:12])[C:5]2=[N:4][C:3]=1[C:20]([OH:22])=O.[CH3:23][C:24]1([N:30]2[CH2:34][CH2:33][O:32][C:31]2=[O:35])[CH2:29][CH2:28][NH:27][CH2:26][CH2:25]1.CCN(C(C)C)C(C)C.CN(C(ON1N=NC2C=CC=NC1=2)=[N+](C)C)C.F[P-](F)(F)(F)(F)F. (3) Given the product [C:1]([C:5]1[CH:19]=[CH:18][C:8]([O:9][CH2:10][C:11]([OH:13])=[O:12])=[CH:7][C:6]=1[Cl:20])([CH3:4])([CH3:2])[CH3:3], predict the reactants needed to synthesize it. The reactants are: [C:1]([C:5]1[CH:19]=[CH:18][C:8]([O:9][CH2:10][C:11]([O:13]C(C)(C)C)=[O:12])=[CH:7][C:6]=1[Cl:20])([CH3:4])([CH3:3])[CH3:2].C(O)(C(F)(F)F)=O. (4) The reactants are: Cl.Br[C:3]1[CH:23]=[CH:22][C:6]([CH2:7][CH:8]2[C:17]3[C:12](=[CH:13][C:14]([O:20][CH3:21])=[C:15]([O:18][CH3:19])[CH:16]=3)[CH2:11][CH2:10][NH:9]2)=[CH:5][CH:4]=1.[CH3:24][C:25]1[CH:30]=[CH:29][C:28](B(O)O)=[CH:27][CH:26]=1.C1C=CC(P(C2C=CC=CC=2)C2C=CC=CC=2)=CC=1.C([O-])([O-])=O.[Na+].[Na+].O.O.[C:61]([OH:66])(=[O:65])[C:62]([OH:64])=[O:63]. Given the product [C:61]([OH:66])(=[O:65])[C:62]([OH:64])=[O:63].[CH3:21][O:20][C:14]1[CH:13]=[C:12]2[C:17](=[CH:16][C:15]=1[O:18][CH3:19])[CH:8]([CH2:7][C:6]1[CH:22]=[CH:23][C:3]([C:28]3[CH:29]=[CH:30][C:25]([CH3:24])=[CH:26][CH:27]=3)=[CH:4][CH:5]=1)[NH:9][CH2:10][CH2:11]2, predict the reactants needed to synthesize it. (5) The reactants are: C(=O)([O-])[O-].[Na+].[Na+].Cl.O.[NH:9]1[CH2:14][CH2:13][C:12](=[O:15])[CH2:11][CH2:10]1.Br[CH2:17][CH2:18][CH:19]1[O:24][CH2:23][CH2:22][CH2:21][O:20]1. Given the product [O:20]1[CH2:21][CH2:22][CH2:23][O:24][CH:19]1[CH2:18][CH2:17][N:9]1[CH2:14][CH2:13][C:12](=[O:15])[CH2:11][CH2:10]1, predict the reactants needed to synthesize it. (6) Given the product [F:1][C:2]1[CH:3]=[CH:4][C:5]([C:6](/[N:8]=[C:9]2\[NH:10][C:11]3[CH:29]=[CH:28][C:27]([CH2:30][N:38]4[CH2:43][CH2:42][CH:41]([C:44]([OH:47])([CH3:46])[CH3:45])[CH2:40][CH2:39]4)=[CH:26][C:12]=3[N:13]\2[C@H:14]2[CH2:15][CH2:16][C@@H:17]([NH:20][C:21](=[O:25])[CH:22]([CH3:23])[CH3:24])[CH2:18][CH2:19]2)=[O:7])=[CH:32][CH:33]=1, predict the reactants needed to synthesize it. The reactants are: [F:1][C:2]1[CH:33]=[CH:32][C:5]([C:6](/[N:8]=[C:9]2\[NH:10][C:11]3[CH:29]=[CH:28][C:27]([CH2:30]O)=[CH:26][C:12]=3[N:13]\2[C@H:14]2[CH2:19][CH2:18][C@@H:17]([NH:20][C:21](=[O:25])[CH:22]([CH3:24])[CH3:23])[CH2:16][CH2:15]2)=[O:7])=[CH:4][CH:3]=1.S(Cl)(Cl)=O.[NH:38]1[CH2:43][CH2:42][CH:41]([C:44]([OH:47])([CH3:46])[CH3:45])[CH2:40][CH2:39]1. (7) Given the product [NH2:27][C:26]1[NH:25][C:4]([CH2:5][CH2:6][C:7]2[CH:12]=[CH:11][C:10]([C:13]3[N:14]=[C:15]([NH:18][C:19](=[O:21])[CH3:20])[S:16][CH:17]=3)=[CH:9][CH:8]=2)=[CH:3][N:2]=1, predict the reactants needed to synthesize it. The reactants are: Cl.[NH2:2][CH2:3][C:4](=O)[CH2:5][CH2:6][C:7]1[CH:12]=[CH:11][C:10]([C:13]2[N:14]=[C:15]([NH:18][C:19](=[O:21])[CH3:20])[S:16][CH:17]=2)=[CH:9][CH:8]=1.[OH-].[Na+].[N:25]#[C:26][NH2:27]. (8) Given the product [Cl:38][C:35]1[CH:36]=[CH:37][C:29]([NH:28][C:26](=[O:27])[CH2:25][O:24][CH2:23][C:22]([NH:21][C:17]2[CH:18]=[CH:19][CH:20]=[C:15]([C:8]3[C:3]([O:2][CH3:1])=[N:4][C:5]([O:12][CH3:13])=[CH:6][CH:7]=3)[CH:16]=2)=[O:39])=[C:30]([CH:34]=1)[C:31]([OH:33])=[O:32], predict the reactants needed to synthesize it. The reactants are: [CH3:1][O:2][C:3]1[C:8](B(O)O)=[CH:7][CH:6]=[C:5]([O:12][CH3:13])[N:4]=1.Br[C:15]1[CH:16]=[C:17]([NH:21][C:22](=[O:39])[CH2:23][O:24][CH2:25][C:26]([NH:28][C:29]2[CH:37]=[CH:36][C:35]([Cl:38])=[CH:34][C:30]=2[C:31]([OH:33])=[O:32])=[O:27])[CH:18]=[CH:19][CH:20]=1. (9) Given the product [CH2:19]([N:21]1[C:9]([CH2:10][CH3:11])=[CH:8][C:2]([C:3]([O:5][CH2:6][CH3:7])=[O:4])=[N:22]1)[CH3:20], predict the reactants needed to synthesize it. The reactants are: O=[C:2]([CH2:8][C:9](=O)[CH2:10][CH3:11])[C:3]([O:5][CH2:6][CH3:7])=[O:4].C(O)(=O)C(O)=O.[CH2:19]([NH:21][NH2:22])[CH3:20].